This data is from Forward reaction prediction with 1.9M reactions from USPTO patents (1976-2016). The task is: Predict the product of the given reaction. (1) Given the reactants [NH2:1][C:2]1[O:3][C:4]([CH3:7])=[CH:5][N:6]=1.[Br:8][CH2:9][C:10]([C:12]1[CH:17]=[CH:16][C:15]([F:18])=[CH:14][CH:13]=1)=[O:11], predict the reaction product. The product is: [BrH:8].[F:18][C:15]1[CH:16]=[CH:17][C:12]([C:10](=[O:11])[CH2:9][N:6]2[CH:5]=[C:4]([CH3:7])[O:3][C:2]2=[NH:1])=[CH:13][CH:14]=1. (2) Given the reactants C([O:3][C:4]([CH:6]1[CH2:10][CH2:9][CH2:8][CH:7]1[C:11]([N:13]1[CH2:18][CH2:17][N:16]([C:19]2[CH:24]=[CH:23][C:22]([NH:25][C:26]([C:28]3[N:29]=[C:30]([C:37]4[CH:42]=[CH:41][CH:40]=[CH:39][CH:38]=4)[O:31][C:32]=3[C:33]([F:36])([F:35])[F:34])=[O:27])=[CH:21][CH:20]=2)[CH2:15][CH2:14]1)=[O:12])=[O:5])C.[OH-].[Li+], predict the reaction product. The product is: [C:37]1([C:30]2[O:31][C:32]([C:33]([F:34])([F:35])[F:36])=[C:28]([C:26]([NH:25][C:22]3[CH:23]=[CH:24][C:19]([N:16]4[CH2:17][CH2:18][N:13]([C:11]([CH:7]5[CH2:8][CH2:9][CH2:10][CH:6]5[C:4]([OH:5])=[O:3])=[O:12])[CH2:14][CH2:15]4)=[CH:20][CH:21]=3)=[O:27])[N:29]=2)[CH:42]=[CH:41][CH:40]=[CH:39][CH:38]=1.